Dataset: Full USPTO retrosynthesis dataset with 1.9M reactions from patents (1976-2016). Task: Predict the reactants needed to synthesize the given product. The reactants are: [F:1][C:2]1[C:7]([F:8])=[CH:6][CH:5]=[CH:4][C:3]=1[N:9]1[C:13]2[CH:14]=[CH:15][CH:16]=[CH:17][C:12]=2[NH:11][S:10]1(=[O:19])=[O:18].C1(P(C2C=CC=CC=2)C2C=CC=CC=2)C=CC=CC=1.O[CH2:40][CH2:41][CH:42]([N:49]([CH3:57])[C:50](=[O:56])[O:51][C:52]([CH3:55])([CH3:54])[CH3:53])[C:43]1[CH:48]=[CH:47][CH:46]=[CH:45][CH:44]=1.CC(OC(/N=N/C(OC(C)C)=O)=O)C. Given the product [F:1][C:2]1[C:7]([F:8])=[CH:6][CH:5]=[CH:4][C:3]=1[N:9]1[C:13]2[CH:14]=[CH:15][CH:16]=[CH:17][C:12]=2[N:11]([CH2:40][CH2:41][CH:42]([N:49]([CH3:57])[C:50](=[O:56])[O:51][C:52]([CH3:54])([CH3:53])[CH3:55])[C:43]2[CH:48]=[CH:47][CH:46]=[CH:45][CH:44]=2)[S:10]1(=[O:18])=[O:19], predict the reactants needed to synthesize it.